This data is from Full USPTO retrosynthesis dataset with 1.9M reactions from patents (1976-2016). The task is: Predict the reactants needed to synthesize the given product. (1) Given the product [CH3:28][O:29][C:11]1[CH:10]=[CH:9][C:8]([NH:13][C:14]2[N:18]([C:19]3[CH:24]=[CH:23][CH:22]=[CH:21][CH:20]=3)[N:17]=[C:16]([CH3:25])[CH:15]=2)=[C:7]([C:6]2[O:1][N:2]=[C:3]([CH3:4])[N:5]=2)[CH:12]=1, predict the reactants needed to synthesize it. The reactants are: [OH:1]/[N:2]=[C:3](\[NH:5][C:6](=O)[C:7]1[CH:12]=[CH:11][CH:10]=[CH:9][C:8]=1[NH:13][C:14]1[N:18]([C:19]2[CH:24]=[CH:23][CH:22]=[CH:21][CH:20]=2)[N:17]=[C:16]([CH3:25])[CH:15]=1)/[CH3:4].[OH-].[CH3:28][O:29]C(NS([N+](CC)(CC)CC)(=O)=O)=O. (2) Given the product [N:14]([C:8]1[S:9][C:10]2[CH2:11][CH2:12][O:13][C:4]3[CH:3]=[C:2]([Br:1])[CH:16]=[CH:15][C:5]=3[C:6]=2[N:7]=1)=[N+:28]=[N-:29], predict the reactants needed to synthesize it. The reactants are: [Br:1][C:2]1[CH:16]=[CH:15][C:5]2[C:6]3[N:7]=[C:8]([NH2:14])[S:9][C:10]=3[CH2:11][CH2:12][O:13][C:4]=2[CH:3]=1.N(OC(C)(C)C)=O.C[Si]([N:28]=[N+:29]=[N-])(C)C.